This data is from Catalyst prediction with 721,799 reactions and 888 catalyst types from USPTO. The task is: Predict which catalyst facilitates the given reaction. (1) Reactant: [NH:1]1[C:5]([CH:6]2[CH2:11][CH2:10][N:9](C(OC(C)(C)C)=O)[CH2:8][CH2:7]2)=[N:4][N:3]=[N:2]1. Product: [NH:4]1[C:5]([CH:6]2[CH2:11][CH2:10][NH:9][CH2:8][CH2:7]2)=[N:1][N:2]=[N:3]1. The catalyst class is: 89. (2) Reactant: [CH:1]1[CH:2]=[C:3]([N:9]2[CH2:14][CH2:13][N:12]([CH2:15][CH2:16][CH2:17][CH2:18][O:19][C:20]3[CH:21]=[CH:22][C:23]4[CH2:30][CH2:29][C:27](=[O:28])[NH:26][C:24]=4[CH:25]=3)[CH2:11][CH2:10]2)[C:4]([Cl:8])=[C:5]([Cl:7])[CH:6]=1.[C:31]([OH:40])(=[O:39])[C:32]1[C:33](=[CH:35][CH:36]=[CH:37][CH:38]=1)[OH:34].CO. Product: [CH:1]1[CH:2]=[C:3]([N:9]2[CH2:14][CH2:13][N:12]([CH2:15][CH2:16][CH2:17][CH2:18][O:19][C:20]3[CH:21]=[CH:22][C:23]4[CH2:30][CH2:29][C:27](=[O:28])[NH:26][C:24]=4[CH:25]=3)[CH2:11][CH2:10]2)[C:4]([Cl:8])=[C:5]([Cl:7])[CH:6]=1.[C:31]([OH:40])(=[O:39])[C:32]1[C:33](=[CH:35][CH:36]=[CH:37][CH:38]=1)[OH:34]. The catalyst class is: 16. (3) Reactant: [F:1][C:2]1[C:7]2[N:8]=[N:9][S:10][C:6]=2[CH:5]=[C:4]([C:11](O)=[O:12])[C:3]=1[NH:14][C:15]1[CH:20]=[CH:19][C:18]([I:21])=[CH:17][C:16]=1[F:22].C1C=CC2N(O)N=NC=2C=1.CCN=C=NCCCN(C)C.[CH:44]([O:46][CH2:47][CH2:48][O:49][NH2:50])=[CH2:45].[NH4+].[Cl-]. Product: [F:1][C:2]1[C:7]2[N:8]=[N:9][S:10][C:6]=2[CH:5]=[C:4]([C:11]([NH:50][O:49][CH2:48][CH2:47][O:46][CH:44]=[CH2:45])=[O:12])[C:3]=1[NH:14][C:15]1[CH:20]=[CH:19][C:18]([I:21])=[CH:17][C:16]=1[F:22]. The catalyst class is: 2. (4) Reactant: C[O:2][C:3](=[O:34])[CH2:4][CH2:5][NH:6][C:7]1[CH:12]=[C:11]([C:13]2[N:17]=[C:16]([CH3:18])[O:15][N:14]=2)[CH:10]=[CH:9][C:8]=1[CH2:19][NH:20][C:21](=[O:33])[C:22]1[CH:27]=[C:26]([O:28][CH3:29])[C:25]([CH3:30])=[C:24]([O:31][CH3:32])[CH:23]=1.[Li+].[OH-].Cl. Product: [CH3:29][O:28][C:26]1[CH:27]=[C:22]([CH:23]=[C:24]([O:31][CH3:32])[C:25]=1[CH3:30])[C:21]([NH:20][CH2:19][C:8]1[CH:9]=[CH:10][C:11]([C:13]2[N:17]=[C:16]([CH3:18])[O:15][N:14]=2)=[CH:12][C:7]=1[NH:6][CH2:5][CH2:4][C:3]([OH:34])=[O:2])=[O:33]. The catalyst class is: 1. (5) Reactant: [NH:1]1[CH:5]=[CH:4][CH:3]=[C:2]1[C:6]([O:8][CH3:9])=[O:7].[CH3:10][C:11](C)([O-])[CH3:12].[K+].C(Br)C=C.S([O-])(O)(=O)=O.[K+]. Product: [CH2:12]([N:1]1[CH:5]=[CH:4][CH:3]=[C:2]1[C:6]([O:8][CH3:9])=[O:7])[CH:11]=[CH2:10]. The catalyst class is: 213.